Dataset: Full USPTO retrosynthesis dataset with 1.9M reactions from patents (1976-2016). Task: Predict the reactants needed to synthesize the given product. Given the product [CH3:18][C:16]1([CH3:19])[C:15]2[C:10](=[CH:11][C:12]([N+:20]([O-:22])=[O:21])=[CH:13][CH:14]=2)[C:9](=[O:23])[NH:8][CH2:17]1, predict the reactants needed to synthesize it. The reactants are: COC1C=CC(C[N:8]2[CH2:17][C:16]([CH3:19])([CH3:18])[C:15]3[C:10](=[CH:11][C:12]([N+:20]([O-:22])=[O:21])=[CH:13][CH:14]=3)[C:9]2=[O:23])=CC=1.[N+]([O-])([O-])=O.[NH4+].[Ce].